This data is from Forward reaction prediction with 1.9M reactions from USPTO patents (1976-2016). The task is: Predict the product of the given reaction. (1) Given the reactants [NH2:1][C:2]1[CH:18]=[CH:17][CH:16]=[C:15]([S:19][C:20]2[CH:25]=[CH:24][C:23]([N+:26]([O-:28])=[O:27])=[CH:22][CH:21]=2)[C:3]=1[C:4]([NH:6][C:7]1[CH:12]=[CH:11][CH:10]=[CH:9][C:8]=1[O:13][CH3:14])=[O:5].C(=O)([O-])[O-].[K+].[K+].[CH:35]([O:38][P:39]([CH2:45]Br)(=[O:44])[O:40][CH:41]([CH3:43])[CH3:42])([CH3:37])[CH3:36], predict the reaction product. The product is: [CH:41]([O:40][P:39]([CH2:45][NH:1][C:2]1[CH:18]=[CH:17][CH:16]=[C:15]([S:19][C:20]2[CH:21]=[CH:22][C:23]([N+:26]([O-:28])=[O:27])=[CH:24][CH:25]=2)[C:3]=1[C:4](=[O:5])[NH:6][C:7]1[CH:12]=[CH:11][CH:10]=[CH:9][C:8]=1[O:13][CH3:14])(=[O:44])[O:38][CH:35]([CH3:37])[CH3:36])([CH3:43])[CH3:42]. (2) Given the reactants [I:1][C:2]1[C:10]2[C:9]([O:11][C@H:12]([CH2:17][C:18]3[CH:23]=[CH:22][CH:21]=[CH:20][CH:19]=3)[C:13]([O:15][CH3:16])=[O:14])=[N:8][CH:7]=[N:6][C:5]=2[S:4][C:3]=1I, predict the reaction product. The product is: [C:3]([C:3]1[S:4][C:5]2[N:6]=[CH:7][N:8]=[C:9]([O:11][C@H:12]([CH2:17][C:18]3[CH:23]=[CH:22][CH:21]=[CH:20][CH:19]=3)[C:13]([O:15][CH3:16])=[O:14])[C:10]=2[C:2]=1[I:1])#[C:2][CH2:10][CH3:5].